This data is from Catalyst prediction with 721,799 reactions and 888 catalyst types from USPTO. The task is: Predict which catalyst facilitates the given reaction. (1) Reactant: [Cl:1][C:2]1[CH:3]=[C:4]([CH2:9][C:10](O)=O)[CH:5]=[CH:6][C:7]=1[Cl:8].CN(C(ON1N=NC2C=CC=NC1=2)=[N+](C)C)C.F[P-](F)(F)(F)(F)F.CCN(C(C)C)C(C)C.[NH:46]([C:48](=[S:69])[C:49]([NH:51][C:52]1[CH:53]=[C:54]2[C:59](=[CH:60][CH:61]=1)[CH2:58][N:57]([C:62]([O:64][C:65]([CH3:68])([CH3:67])[CH3:66])=[O:63])[CH2:56][CH2:55]2)=[O:50])[NH2:47]. Product: [Cl:1][C:2]1[CH:3]=[C:4]([CH2:9][C:10]2[S:69][C:48]([C:49]([NH:51][C:52]3[CH:53]=[C:54]4[C:59](=[CH:60][CH:61]=3)[CH2:58][N:57]([C:62]([O:64][C:65]([CH3:68])([CH3:67])[CH3:66])=[O:63])[CH2:56][CH2:55]4)=[O:50])=[N:46][N:47]=2)[CH:5]=[CH:6][C:7]=1[Cl:8]. The catalyst class is: 3. (2) Product: [NH2:1][C@H:4]1[CH2:9][C:8]([CH3:11])([CH3:10])[O:7][C@@H:6]([C:12]2[CH:21]=[CH:20][C:15]([C:16]([O:18][CH3:19])=[O:17])=[CH:14][CH:13]=2)[CH2:5]1. Reactant: [N:1]([C@H:4]1[CH2:9][C:8]([CH3:11])([CH3:10])[O:7][C@@H:6]([C:12]2[CH:21]=[CH:20][C:15]([C:16]([O:18][CH3:19])=[O:17])=[CH:14][CH:13]=2)[CH2:5]1)=[N+]=[N-].O. The catalyst class is: 94.